From a dataset of Forward reaction prediction with 1.9M reactions from USPTO patents (1976-2016). Predict the product of the given reaction. Given the reactants Cl.[CH:2]1([CH2:8][CH2:9][O:10][C:11]2[CH:12]=[C:13]([CH:22]=[CH:23][CH:24]=2)[C:14]([N:16]2[CH2:21][CH2:20][NH:19][CH2:18][CH2:17]2)=[O:15])[CH2:7][CH2:6][CH2:5][CH2:4][CH2:3]1.C1N=C[N:27]([C:30](N2C=NC=C2)=[O:31])C=1.[CH3:37][S:38](N)(=[O:40])=[O:39].C1CCN2C(=NCCC2)CC1, predict the reaction product. The product is: [CH:2]1([CH2:8][CH2:9][O:10][C:11]2[CH:12]=[C:13]([CH:22]=[CH:23][CH:24]=2)[C:14]([N:16]2[CH2:17][CH2:18][N:19]([C:30]([NH:27][S:38]([CH3:37])(=[O:40])=[O:39])=[O:31])[CH2:20][CH2:21]2)=[O:15])[CH2:7][CH2:6][CH2:5][CH2:4][CH2:3]1.